Dataset: Forward reaction prediction with 1.9M reactions from USPTO patents (1976-2016). Task: Predict the product of the given reaction. (1) Given the reactants [C:1]([C:3]1[CH:8]=[CH:7][C:6]([NH:9][CH:10]([C:14]2[CH:19]=[C:18]([O:20][CH3:21])[CH:17]=[C:16]([O:22][Si:23]([CH:30]([CH3:32])[CH3:31])([CH:27]([CH3:29])[CH3:28])[CH:24]([CH3:26])[CH3:25])[C:15]=2[F:33])[C:11]([NH2:13])=[S:12])=[CH:5][CH:4]=1)#[N:2].F[B-](F)(F)F.[C:39](=O)([O-])O.[Na+].C(OCC)(=O)C, predict the reaction product. The product is: [CH3:39][S:12][C:11](=[NH:13])[CH:10]([NH:9][C:6]1[CH:7]=[CH:8][C:3]([C:1]#[N:2])=[CH:4][CH:5]=1)[C:14]1[CH:19]=[C:18]([O:20][CH3:21])[CH:17]=[C:16]([O:22][Si:23]([CH:27]([CH3:29])[CH3:28])([CH:30]([CH3:32])[CH3:31])[CH:24]([CH3:26])[CH3:25])[C:15]=1[F:33]. (2) Given the reactants [CH2:1]([CH:3]([CH2:6][CH3:7])[CH2:4][OH:5])[CH3:2].[H-].[Na+].[NH2:10][C:11]1[CH:18]=[CH:17][CH:16]=[C:15](F)[C:12]=1[C:13]#[N:14], predict the reaction product. The product is: [NH2:10][C:11]1[CH:18]=[CH:17][CH:16]=[C:15]([O:5][CH2:4][CH:3]([CH2:6][CH3:7])[CH2:1][CH3:2])[C:12]=1[C:13]#[N:14]. (3) The product is: [CH2:1]([O:8][C:9]1[CH:14]=[CH:13][C:12]([Br:15])=[CH:11][C:10]=1[CH:16]([C:20]1[CH:25]=[CH:24][CH:23]=[CH:22][CH:21]=1)[CH2:17][CH2:18][O:19][S:39]([C:36]1[CH:37]=[CH:38][C:33]([CH3:43])=[CH:34][CH:35]=1)(=[O:41])=[O:40])[C:2]1[CH:3]=[CH:4][CH:5]=[CH:6][CH:7]=1. Given the reactants [CH2:1]([O:8][C:9]1[CH:14]=[CH:13][C:12]([Br:15])=[CH:11][C:10]=1[CH:16]([C:20]1[CH:25]=[CH:24][CH:23]=[CH:22][CH:21]=1)[CH2:17][CH2:18][OH:19])[C:2]1[CH:7]=[CH:6][CH:5]=[CH:4][CH:3]=1.C(N(CC)CC)C.[C:33]1([CH3:43])[CH:38]=[CH:37][C:36]([S:39](Cl)(=[O:41])=[O:40])=[CH:35][CH:34]=1.Cl, predict the reaction product. (4) Given the reactants [H-].[Na+].[Br:3][C:4]1[CH:9]=[CH:8][C:7]([SH:10])=[CH:6][CH:5]=1.[CH2:11]([N:18]1[C:27]2[C:22](=[CH:23][CH:24]=[CH:25][N:26]=2)[C:21](Cl)=[CH:20][C:19]1=[O:29])[C:12]1[CH:17]=[CH:16][CH:15]=[CH:14][CH:13]=1, predict the reaction product. The product is: [CH2:11]([N:18]1[C:27]2[C:22](=[CH:23][CH:24]=[CH:25][N:26]=2)[C:21]([S:10][C:7]2[CH:8]=[CH:9][C:4]([Br:3])=[CH:5][CH:6]=2)=[CH:20][C:19]1=[O:29])[C:12]1[CH:13]=[CH:14][CH:15]=[CH:16][CH:17]=1. (5) Given the reactants Br[C:2]1[CH:11]=[CH:10][CH:9]=[C:8]2[C:3]=1[CH2:4][CH2:5][N:6]([CH:12]1[CH2:15][S:14](=[O:17])(=[O:16])[CH2:13]1)[CH2:7]2.[CH:18]1[C:27]2[C:22](=[CH:23][CH:24]=[CH:25][CH:26]=2)[CH:21]=[C:20]([C:28]2[CH:29]=[C:30]([CH:32]=[CH:33][C:34]=2[CH3:35])[NH2:31])[N:19]=1.CC1(C)C2C(=C(P(C3C=CC=CC=3)C3C=CC=CC=3)C=CC=2)OC2C(P(C3C=CC=CC=3)C3C=CC=CC=3)=CC=CC1=2.P([O-])([O-])([O-])=O.[K+].[K+].[K+], predict the reaction product. The product is: [CH:18]1[C:27]2[C:22](=[CH:23][CH:24]=[CH:25][CH:26]=2)[CH:21]=[C:20]([C:28]2[CH:29]=[C:30]([NH:31][C:2]3[C:3]4[CH2:4][CH2:5][N:6]([CH:12]5[CH2:15][S:14](=[O:17])(=[O:16])[CH2:13]5)[CH2:7][C:8]=4[CH:9]=[CH:10][CH:11]=3)[CH:32]=[CH:33][C:34]=2[CH3:35])[N:19]=1. (6) Given the reactants [CH3:1][O:2][C:3]1[CH:8]=[CH:7][C:6]([N+:9]([O-:11])=[O:10])=[CH:5][C:4]=1[NH:12][C:13](=[O:16])[CH2:14][CH3:15].[H-].[Na+].I[CH3:20], predict the reaction product. The product is: [CH3:1][O:2][C:3]1[CH:8]=[CH:7][C:6]([N+:9]([O-:11])=[O:10])=[CH:5][C:4]=1[N:12]([CH3:20])[C:13](=[O:16])[CH2:14][CH3:15]. (7) Given the reactants [O:1]=[C:2]1[C:10]2([CH2:14][O:13][C:12]3[CH:15]=[C:16]4[C:20](=[CH:21][C:11]2=3)[CH2:19][CH2:18][O:17]4)[C:9]2[C:4](=[CH:5][CH:6]=[CH:7][CH:8]=2)[N:3]1[CH2:22][C:23](O)=[O:24].N.O1CCOCC1.F[P-](F)(F)(F)(F)F.[N:40]1(OC(N(C)C)=[N+](C)C)C2N=CC=CC=2N=N1, predict the reaction product. The product is: [O:1]=[C:2]1[C:10]2([CH2:14][O:13][C:12]3[CH:15]=[C:16]4[C:20](=[CH:21][C:11]2=3)[CH2:19][CH2:18][O:17]4)[C:9]2[C:4](=[CH:5][CH:6]=[CH:7][CH:8]=2)[N:3]1[CH2:22][C:23]([NH2:40])=[O:24].